Task: Predict the reactants needed to synthesize the given product.. Dataset: Full USPTO retrosynthesis dataset with 1.9M reactions from patents (1976-2016) (1) Given the product [O:32]1[C:36]2[CH:37]=[CH:38][CH:39]=[CH:40][C:35]=2[CH:34]=[C:33]1[C:2]1[C:23]([O:24][CH2:25][CH2:26][O:27][CH2:28][CH2:29][O:30][CH3:31])=[CH:22][C:5]([C:6]([NH:8][S:9]([C:12]2[CH:17]=[CH:16][CH:15]=[CH:14][C:13]=2[S:18](=[O:21])(=[O:20])[NH2:19])(=[O:11])=[O:10])=[O:7])=[CH:4][N:3]=1, predict the reactants needed to synthesize it. The reactants are: Cl[C:2]1[C:23]([O:24][CH2:25][CH2:26][O:27][CH2:28][CH2:29][O:30][CH3:31])=[CH:22][C:5]([C:6]([NH:8][S:9]([C:12]2[CH:17]=[CH:16][CH:15]=[CH:14][C:13]=2[S:18](=[O:21])(=[O:20])[NH2:19])(=[O:11])=[O:10])=[O:7])=[CH:4][N:3]=1.[O:32]1[C:36]2[CH:37]=[CH:38][CH:39]=[CH:40][C:35]=2[CH:34]=[C:33]1B(O)O. (2) Given the product [F:17][C:15]([F:16])([F:18])[C:8]1[C:9]([C:13]#[N:14])=[CH:10][CH:11]=[C:12]2[C:7]=1[CH:6]=[N:5][NH:4]2, predict the reactants needed to synthesize it. The reactants are: C([N:4]1[C:12]2[C:7](=[C:8]([C:15]([F:18])([F:17])[F:16])[C:9]([C:13]#[N:14])=[CH:10][CH:11]=2)[CH:6]=[N:5]1)(=O)C.Cl.[OH-].[Na+].CCOC(C)=O. (3) Given the product [Br:27][C:24]1[CH:25]=[CH:26][C:21]([CH2:20][NH:19][C:18]([C:10]2[CH:11]=[C:12]([N+:15]([O-:17])=[O:16])[CH:13]=[CH:14][C:9]=2[O:8][CH2:7][C:6]([OH:30])=[O:5])=[O:29])=[C:22]([F:28])[CH:23]=1, predict the reactants needed to synthesize it. The reactants are: C([O:5][C:6](=[O:30])[CH2:7][O:8][C:9]1[CH:14]=[CH:13][C:12]([N+:15]([O-:17])=[O:16])=[CH:11][C:10]=1[C:18](=[O:29])[NH:19][CH2:20][C:21]1[CH:26]=[CH:25][C:24]([Br:27])=[CH:23][C:22]=1[F:28])(C)(C)C.FC(F)(F)C(O)=O. (4) Given the product [ClH:1].[N:18]1([C:21]2[S:22][CH:23]=[C:24]([C:26]([O:28][CH3:29])=[O:27])[N:25]=2)[CH2:19][CH2:20][NH:15][CH2:16][CH2:17]1, predict the reactants needed to synthesize it. The reactants are: [Cl:1]C(OC(Cl)C)=O.C1(C[N:15]2[CH2:20][CH2:19][N:18]([C:21]3[S:22][CH:23]=[C:24]([C:26]([O:28][CH3:29])=[O:27])[N:25]=3)[CH2:17][CH2:16]2)C=CC=CC=1. (5) Given the product [CH2:23]([O:22][CH2:21][CH2:20][NH:19][C:9]1[S:10][C@H:11]2[O:12][C@H:13]([CH2:14][OH:15])[C@@H:5]([OH:4])[C@H:6]([OH:30])[C@H:7]2[N:8]=1)[C:24]1[CH:29]=[CH:28][CH:27]=[CH:26][CH:25]=1, predict the reactants needed to synthesize it. The reactants are: C([O:4][C@@H:5]1[C@@H:13]([CH2:14][O:15]C(=O)C)[O:12][C@H:11]2[C@H:7]([N:8]=[C:9]([NH:19][CH2:20][CH2:21][O:22][CH2:23][C:24]3[CH:29]=[CH:28][CH:27]=[CH:26][CH:25]=3)[S:10]2)[C@H:6]1[O:30]C(=O)C)(=O)C.C(=O)([O-])[O-].[K+].[K+].C(O)(=O)C.C(OCC)(=O)C. (6) Given the product [CH2:2]([C:3]1[C:8]2[CH2:15][C:16]3[C:17](=[CH:18][CH:19]=[CH:20][CH:21]=3)[C:7]=2[CH:6]=[CH:5][CH:4]=1)[CH2:1][CH2:1][CH2:2][CH2:3][CH3:4], predict the reactants needed to synthesize it. The reactants are: [CH2:1]=[CH:2][C:3]1[CH:8]=[CH:7][CH:6]=[CH:5][CH:4]=1.C([C:15]1(CCCCCC)[C:20]2[CH:21]=[C:16]([CH:15]=C)[CH:17]=[CH:18][C:19]=2[C:21]2[C:16]1=[CH:17][C:18](C=C)=[CH:19][CH:20]=2)CCCCC.